From a dataset of Reaction yield outcomes from USPTO patents with 853,638 reactions. Predict the reaction yield, written as a fraction of the theoretical maximum amount of product (1.0 means a 100% yield; for example, 0.34 means a 34% yield). (1) The reactants are [N:1]([C:4]1[CH:9]=[CH:8][C:7]([OH:10])=[CH:6][C:5]=1[CH3:11])=[C:2]=[S:3].N1C=CN=C1.[C:17]([Si:21](Cl)([CH3:23])[CH3:22])([CH3:20])([CH3:19])[CH3:18]. The catalyst is CN(C=O)C.O. The product is [C:17]([Si:21]([O:10][C:7]1[CH:8]=[CH:9][C:4]([N:1]=[C:2]=[S:3])=[C:5]([CH3:11])[CH:6]=1)([CH3:23])[CH3:22])([CH3:20])([CH3:19])[CH3:18]. The yield is 0.890. (2) The reactants are [Cl:1][C:2]1[C:11]2[C:6](=[CH:7][C:8]([N:20]3[CH2:24][CH2:23][C@@H:22]([N:25]([CH3:27])[CH3:26])[CH2:21]3)=[CH:9][C:10]=2[O:12][CH:13]2[CH2:18][CH2:17][N:16]([CH3:19])[CH2:15][CH2:14]2)[N:5]=[CH:4][N:3]=1.[Cl:28][C:29]1[CH:30]=[C:31]([CH:33]=[CH:34][CH:35]=1)[NH2:32]. No catalyst specified. The product is [ClH:1].[Cl:28][C:29]1[CH:30]=[C:31]([CH:33]=[CH:34][CH:35]=1)[NH:32][C:2]1[C:11]2[C:6](=[CH:7][C:8]([N:20]3[CH2:24][CH2:23][C@@H:22]([N:25]([CH3:27])[CH3:26])[CH2:21]3)=[CH:9][C:10]=2[O:12][CH:13]2[CH2:18][CH2:17][N:16]([CH3:19])[CH2:15][CH2:14]2)[N:5]=[CH:4][N:3]=1. The yield is 0.530. (3) The reactants are I[CH2:2][CH2:3][CH2:4][CH3:5].[OH:6][C:7]1[CH:8]=[C:9]([CH:14]=[CH:15][C:16]=1[I:17])[C:10]([O:12][CH3:13])=[O:11].C(=O)([O-])[O-].[K+].[K+]. The catalyst is C(C(C)=O)C. The product is [CH2:2]([O:6][C:7]1[CH:8]=[C:9]([CH:14]=[CH:15][C:16]=1[I:17])[C:10]([O:12][CH3:13])=[O:11])[CH2:3][CH2:4][CH3:5]. The yield is 0.990. (4) The reactants are [CH2:1]([O:8][C:9]1[C:18]([CH2:19][CH:20]([OH:23])[CH2:21][OH:22])=[CH:17][C:16]([O:24][CH3:25])=[C:15]2[C:10]=1[CH:11]1[CH2:27][CH2:26][CH:14]2[CH2:13][CH2:12]1)[C:2]1[CH:7]=[CH:6][CH:5]=[CH:4][CH:3]=1.[C:28]1([CH3:38])[CH:33]=[CH:32][C:31]([S:34](Cl)(=[O:36])=[O:35])=[CH:30][CH:29]=1.CC1C=CC(S(OCC2OC3C4CCCC=4C(C)=CC=3C2)(=O)=O)=CC=1. The catalyst is N1C=CC=CC=1. The product is [CH3:38][C:28]1[CH:33]=[CH:32][C:31]([S:34]([O:22][CH2:21][CH:20]([OH:23])[CH2:19][C:18]2[C:9]([O:8][CH2:1][C:2]3[CH:3]=[CH:4][CH:5]=[CH:6][CH:7]=3)=[C:10]3[C:15](=[C:16]([O:24][CH3:25])[CH:17]=2)[CH:14]2[CH2:13][CH2:12][CH:11]3[CH2:27][CH2:26]2)(=[O:36])=[O:35])=[CH:30][CH:29]=1. The yield is 0.900.